This data is from Catalyst prediction with 721,799 reactions and 888 catalyst types from USPTO. The task is: Predict which catalyst facilitates the given reaction. Reactant: [CH3:1][CH:2]1[C:7]2[N:8]=[CH:9][N:10]=[C:11]([C:12]3[N:16](C4CCCCO4)[N:15]=[CH:14][CH:13]=3)[C:6]=2[CH2:5][CH2:4][NH:3]1.[Cl:23][C:24]1[C:32]([C:33]([F:36])([F:35])[F:34])=[C:31]([F:37])[CH:30]=[CH:29][C:25]=1[C:26](O)=[O:27].CCN=C=NCCCN(C)C.C1C=CC2N(O)N=NC=2C=1.C(O)(C(F)(F)F)=O.C([SiH](CC)CC)C. Product: [Cl:23][C:24]1[C:32]([C:33]([F:35])([F:36])[F:34])=[C:31]([F:37])[CH:30]=[CH:29][C:25]=1[C:26]([N:3]1[CH2:4][CH2:5][C:6]2[C:11]([C:12]3[NH:16][N:15]=[CH:14][CH:13]=3)=[N:10][CH:9]=[N:8][C:7]=2[CH:2]1[CH3:1])=[O:27]. The catalyst class is: 2.